This data is from Forward reaction prediction with 1.9M reactions from USPTO patents (1976-2016). The task is: Predict the product of the given reaction. (1) Given the reactants [Cl:1][C:2]1[CH:3]=[C:4]2[C:8](=[C:9]([CH:11]([O:13][CH2:14][C:15]3([C:28]4[CH:33]=[CH:32][CH:31]=[CH:30][CH:29]=4)[CH2:20][CH2:19][N:18](C(OC(C)(C)C)=O)[CH2:17][CH2:16]3)[CH3:12])[CH:10]=1)[NH:7][N:6]=[CH:5]2.FC(F)(F)C(O)=O.C(Cl)Cl, predict the reaction product. The product is: [Cl:1][C:2]1[CH:3]=[C:4]2[C:8](=[C:9]([CH:11]([O:13][CH2:14][C:15]3([C:28]4[CH:29]=[CH:30][CH:31]=[CH:32][CH:33]=4)[CH2:16][CH2:17][NH:18][CH2:19][CH2:20]3)[CH3:12])[CH:10]=1)[NH:7][N:6]=[CH:5]2. (2) Given the reactants Cl[C:2]1[C:11]2[C:6](=[CH:7][C:8]([O:14][CH2:15][CH2:16][Cl:17])=[C:9]([O:12][CH3:13])[CH:10]=2)[N:5]=[CH:4][N:3]=1.[NH2:18][C:19]1[C:24]([Cl:25])=[CH:23][N:22]=[C:21]2[O:26][CH2:27][O:28][C:20]=12, predict the reaction product. The product is: [Cl:17][CH2:16][CH2:15][O:14][C:8]1[CH:7]=[C:6]2[C:11]([C:2]([NH:18][C:19]3[C:24]([Cl:25])=[CH:23][N:22]=[C:21]4[O:26][CH2:27][O:28][C:20]=34)=[N:3][CH:4]=[N:5]2)=[CH:10][C:9]=1[O:12][CH3:13]. (3) Given the reactants [CH3:1][NH:2][C:3](=O)[C:4]1[CH:9]=[CH:8][CH:7]=[C:6]([C:10]2[C:15]([CH3:16])=[CH:14][C:13]([CH3:17])=[CH:12][C:11]=2[CH3:18])[CH:5]=1.COC1C=CC(P2(SP(C3C=CC(OC)=CC=3)(=S)S2)=[S:29])=CC=1.O, predict the reaction product. The product is: [CH3:1][NH:2][C:3](=[S:29])[C:4]1[CH:9]=[CH:8][CH:7]=[C:6]([C:10]2[C:15]([CH3:16])=[CH:14][C:13]([CH3:17])=[CH:12][C:11]=2[CH3:18])[CH:5]=1. (4) Given the reactants [C:1]([O:10]C)(=O)[C:2]1[C:3](=[CH:5][CH:6]=[CH:7][CH:8]=1)[SH:4].[C:12]([C:14]1[CH:15]=[C:16]([CH:22]=[CH:23][N:24]=1)[C:17]([O:19][CH2:20][CH3:21])=[O:18])#[N:13].C(N(CC)CC)C, predict the reaction product. The product is: [O:10]=[C:1]1[C:2]2[CH:8]=[CH:7][CH:6]=[CH:5][C:3]=2[S:4][C:12]([C:14]2[CH:15]=[C:16]([CH:22]=[CH:23][N:24]=2)[C:17]([O:19][CH2:20][CH3:21])=[O:18])=[N:13]1. (5) Given the reactants [CH2:1]([CH2:13][NH2:14])[CH2:2][C:3]([P:9]([OH:12])([OH:11])=[O:10])([P:5]([OH:8])([OH:7])=[O:6])[OH:4].[Cl-].[Ca+2:16].[Cl-].[C:18](=[O:21])([OH:20])[O-:19].[Na+], predict the reaction product. The product is: [CH2:1]([CH2:13][NH2:14])[CH2:2][C:3]([P:5]([OH:7])([OH:8])=[O:6])([P:9]([OH:12])([OH:11])=[O:10])[OH:4].[C:18](=[O:19])([O-:21])[O-:20].[Ca+2:16]. (6) Given the reactants C[O:2][C:3]1[C:12]2[C:7](=[CH:8][CH:9]=[CH:10][CH:11]=2)[C:6]([O:13]C)=[C:5]([CH3:15])[C:4]=1/[CH:16]=[C:17](\[CH3:21])/[C:18]([OH:20])=[O:19].C1(=O)C2C(=CC=CC=2)C(=O)C=C1/C=C(\C)/C(O)=O, predict the reaction product. The product is: [CH3:15][C:5]1[C:6](=[O:13])[C:7]2[C:12](=[CH:11][CH:10]=[CH:9][CH:8]=2)[C:3](=[O:2])[C:4]=1/[CH:16]=[C:17](\[CH3:21])/[C:18]([OH:20])=[O:19].